From a dataset of Reaction yield outcomes from USPTO patents with 853,638 reactions. Predict the reaction yield, written as a fraction of the theoretical maximum amount of product (1.0 means a 100% yield; for example, 0.34 means a 34% yield). (1) The reactants are C[O:2][C:3](=[O:32])[CH2:4][C:5]1[CH:14]=[C:13]([CH:15]2[CH2:20][CH2:19][N:18]([S:21]([C:24]3[CH:29]=[CH:28][C:27]([CH3:30])=[CH:26][CH:25]=3)(=[O:23])=[O:22])[CH2:17][CH2:16]2)[C:12]2[C:7](=[CH:8][CH:9]=[C:10]([F:31])[CH:11]=2)[CH:6]=1.O.[OH-].[Li+]. The catalyst is C1COCC1.O. The product is [F:31][C:10]1[CH:11]=[C:12]2[C:7](=[CH:8][CH:9]=1)[CH:6]=[C:5]([CH2:4][C:3]([OH:32])=[O:2])[CH:14]=[C:13]2[CH:15]1[CH2:20][CH2:19][N:18]([S:21]([C:24]2[CH:25]=[CH:26][C:27]([CH3:30])=[CH:28][CH:29]=2)(=[O:23])=[O:22])[CH2:17][CH2:16]1. The yield is 0.770. (2) The reactants are [CH3:1][C:2]([CH3:14])([CH3:13])[C:3]([NH:5][C:6]1[CH:11]=[CH:10][CH:9]=[CH:8][C:7]=1[CH3:12])=O.[Li]CCCC.[NH4+].[Cl-]. The catalyst is C1COCC1. The product is [C:2]([C:3]1[NH:5][C:6]2[C:7]([CH:12]=1)=[CH:8][CH:9]=[CH:10][CH:11]=2)([CH3:14])([CH3:13])[CH3:1]. The yield is 0.880. (3) The reactants are Br[C:2]1[S:6][C:5]([NH:7][C:8]([NH:10][C:11]2[CH:16]=[CH:15][C:14]([CH3:17])=[CH:13][C:12]=2[C:18]([CH:20]2[CH2:24][CH2:23][CH2:22][CH2:21]2)=[O:19])=[O:9])=[N:4][CH:3]=1.[N:25]1[NH:26][C:27]([SH:30])=[N:28][CH:29]=1. No catalyst specified. The product is [CH:20]1([C:18]([C:12]2[CH:13]=[C:14]([CH3:17])[CH:15]=[CH:16][C:11]=2[NH:10][C:8]([NH:7][C:5]2[S:6][C:2]([S:30][C:27]3[NH:28][CH:29]=[N:25][N:26]=3)=[CH:3][N:4]=2)=[O:9])=[O:19])[CH2:24][CH2:23][CH2:22][CH2:21]1. The yield is 0.300. (4) The product is [CH3:1][O:2][C:3](=[O:14])[C:4]1[CH:9]=[C:8]([N+:10]([O-:12])=[O:11])[CH:7]=[CH:6][C:5]=1[N:15]1[CH2:20][CH2:19][O:18][CH2:17][CH2:16]1. The reactants are [CH3:1][O:2][C:3](=[O:14])[C:4]1[CH:9]=[C:8]([N+:10]([O-:12])=[O:11])[CH:7]=[CH:6][C:5]=1F.[NH:15]1[CH2:20][CH2:19][O:18][CH2:17][CH2:16]1.C(=O)([O-])[O-].[K+].[K+].O. The yield is 0.980. The catalyst is CS(C)=O. (5) The reactants are C[O:2][P:3]([CH2:7][N:8]([S:10]([C:13]1[S:14][CH:15]=[CH:16][CH:17]=1)(=[O:12])=[O:11])[CH3:9])(=[O:6])[O:4]C.Br[Si](C)(C)C. The catalyst is ClCCl. The product is [S:14]1[CH:15]=[CH:16][CH:17]=[C:13]1[S:10]([N:8]([CH2:7][P:3](=[O:2])([OH:4])[OH:6])[CH3:9])(=[O:11])=[O:12]. The yield is 0.740.